Regression. Given two drug SMILES strings and cell line genomic features, predict the synergy score measuring deviation from expected non-interaction effect. From a dataset of NCI-60 drug combinations with 297,098 pairs across 59 cell lines. (1) Drug 1: C1=CC(=CC=C1CCCC(=O)O)N(CCCl)CCCl. Drug 2: CCC(=C(C1=CC=CC=C1)C2=CC=C(C=C2)OCCN(C)C)C3=CC=CC=C3.C(C(=O)O)C(CC(=O)O)(C(=O)O)O. Cell line: NCIH23. Synergy scores: CSS=44.8, Synergy_ZIP=-2.23, Synergy_Bliss=-6.58, Synergy_Loewe=-7.08, Synergy_HSA=-6.14. (2) Drug 1: COC1=NC(=NC2=C1N=CN2C3C(C(C(O3)CO)O)O)N. Drug 2: CCC1(C2=C(COC1=O)C(=O)N3CC4=CC5=C(C=CC(=C5CN(C)C)O)N=C4C3=C2)O.Cl. Cell line: K-562. Synergy scores: CSS=17.4, Synergy_ZIP=2.58, Synergy_Bliss=0.546, Synergy_Loewe=-47.8, Synergy_HSA=-9.15.